From a dataset of Reaction yield outcomes from USPTO patents with 853,638 reactions. Predict the reaction yield, written as a fraction of the theoretical maximum amount of product (1.0 means a 100% yield; for example, 0.34 means a 34% yield). (1) The reactants are Br[C:2]1[C:11]2[C:6](=[CH:7][C:8]([O:14][CH3:15])=[C:9]([O:12][CH3:13])[CH:10]=2)[N:5]=[N:4][CH:3]=1.[CH2:16]([O:23][C:24]1[CH:25]=[C:26]2[C:30](=[CH:31][CH:32]=1)[NH:29][N:28]=[CH:27]2)[C:17]1[CH:22]=[CH:21][CH:20]=[CH:19][CH:18]=1.CC(C)([O-])C.[Na+]. The catalyst is C1C=CC(/C=C/C(/C=C/C2C=CC=CC=2)=O)=CC=1.C1C=CC(/C=C/C(/C=C/C2C=CC=CC=2)=O)=CC=1.C1C=CC(/C=C/C(/C=C/C2C=CC=CC=2)=O)=CC=1.[Pd].[Pd].C1(C)C=CC=CC=1. The product is [CH2:16]([O:23][C:24]1[CH:25]=[C:26]2[C:30](=[CH:31][CH:32]=1)[N:29]([C:2]1[C:11]3[C:6](=[CH:7][C:8]([O:14][CH3:15])=[C:9]([O:12][CH3:13])[CH:10]=3)[N:5]=[N:4][CH:3]=1)[N:28]=[CH:27]2)[C:17]1[CH:18]=[CH:19][CH:20]=[CH:21][CH:22]=1. The yield is 0.0320. (2) The yield is 0.0900. The catalyst is C(Cl)Cl. The reactants are [OH:1][NH:2][C:3](=[NH:6])[CH2:4][OH:5].[F:7][C:8]1[CH:16]=[CH:15][C:11]([C:12](Cl)=O)=[CH:10][CH:9]=1.N1C=CC=C[CH:18]=1. The product is [F:7][C:8]1[CH:16]=[CH:15][C:11]([C:12]2[O:1][N:2]=[C:3]([CH:4]([OH:5])[CH3:18])[N:6]=2)=[CH:10][CH:9]=1. (3) The reactants are [N:1]1[CH:6]=[CH:5][CH:4]=[C:3](/[CH:7]=[CH:8]/[C:9]([OH:11])=O)[CH:2]=1.[CH3:12][O:13][C:14]1[CH:22]=[CH:21][CH:20]=[CH:19][C:15]=1[CH2:16][CH2:17][NH2:18].O. The catalyst is CN(C)C=O. The product is [CH3:12][O:13][C:14]1[CH:22]=[CH:21][CH:20]=[CH:19][C:15]=1[CH2:16][CH2:17][NH:18][C:9](=[O:11])/[CH:8]=[CH:7]/[C:3]1[CH:2]=[N:1][CH:6]=[CH:5][CH:4]=1. The yield is 0.890. (4) The reactants are [Cl:1][C:2]1[CH:3]=[C:4]([NH:9][CH2:10][C:11]([OH:13])=O)[CH:5]=[C:6]([F:8])[CH:7]=1.C1C=CC2N(O)N=NC=2C=1.CCN=C=NCCCN(C)C.Cl.[NH:36]1[CH2:41][CH2:40][CH2:39][C@H:38]([O:42][C:43]2[C:44]3[CH:51]=[CH:50][NH:49][C:45]=3[N:46]=[CH:47][N:48]=2)[CH2:37]1.CCN(CC)CC. The catalyst is CN(C=O)C.CCOC(C)=O. The product is [N:46]1[C:45]2[NH:49][CH:50]=[CH:51][C:44]=2[C:43]([O:42][C@H:38]2[CH2:39][CH2:40][CH2:41][N:36]([C:11](=[O:13])[CH2:10][NH:9][C:4]3[CH:5]=[C:6]([F:8])[CH:7]=[C:2]([Cl:1])[CH:3]=3)[CH2:37]2)=[N:48][CH:47]=1. The yield is 0.170. (5) The reactants are B(F)(F)F.CCOCC.[CH2:10]([C:17]1[C:18]([OH:39])=[CH:19][CH:20]=[C:21]2[C:26]=1[O:25][C:24](=[O:27])[C:23]([NH:28][C:29](=[O:38])[O:30][CH2:31][C:32]1[CH:37]=[CH:36][CH:35]=[CH:34][CH:33]=1)=[CH:22]2)[C:11]1[CH:16]=[CH:15][CH:14]=[CH:13][CH:12]=1.ClC(Cl)(Cl)C(=N)O[C@H:44]1[C@@H:49]2[O:50][C:51](=[O:53])[O:52][C@@H:48]2[C@@H:47]([O:54][CH3:55])[C:46]([CH3:57])([CH3:56])[O:45]1.C(N(CC)CC)C. The catalyst is C(Cl)Cl. The product is [CH2:10]([C:17]1[C:18]([O:39][C@H:44]2[C@@H:49]3[O:50][C:51](=[O:53])[O:52][C@@H:48]3[C@@H:47]([O:54][CH3:55])[C:46]([CH3:57])([CH3:56])[O:45]2)=[CH:19][CH:20]=[C:21]2[C:26]=1[O:25][C:24](=[O:27])[C:23]([NH:28][C:29](=[O:38])[O:30][CH2:31][C:32]1[CH:37]=[CH:36][CH:35]=[CH:34][CH:33]=1)=[CH:22]2)[C:11]1[CH:16]=[CH:15][CH:14]=[CH:13][CH:12]=1. The yield is 0.390. (6) The reactants are [Cl:1][C:2]1[CH:14]=[CH:13][C:12]2[C:11]3[C:6](=[CH:7][C:8]([Cl:15])=[CH:9][CH:10]=3)[C:5](=[CH:16][C:17]([NH:19][CH2:20][CH2:21][CH2:22][CH2:23][CH2:24][C:25](O)=[O:26])=[O:18])[C:4]=2[CH:3]=1.Cl.C(N=C=NCCCN(C)C)C.O[C:41]1[C:49]2[N:48]=N[NH:46][C:45]=2[CH:44]=[CH:43][CH:42]=1.C(N(CC)CC)C.C1(N)C=CC=CC=1N. The catalyst is [Cl-].[Na+].O.CN(C=O)C. The product is [Cl:1][C:2]1[CH:14]=[CH:13][C:12]2[C:11]3[C:6](=[CH:7][C:8]([Cl:15])=[CH:9][CH:10]=3)[C:5](=[CH:16][C:17]([NH:19][CH2:20][CH2:21][CH2:22][CH2:23][CH2:24][C:25]([NH:46][C:45]3[CH:44]=[CH:43][CH:42]=[CH:41][C:49]=3[NH2:48])=[O:26])=[O:18])[C:4]=2[CH:3]=1. The yield is 0.710. (7) The reactants are [C:1]([C:5]1[CH:6]=[CH:7][C:8]([CH3:20])=[C:9]([CH:19]=1)[O:10][C:11]1[S:12][CH:13]=[C:14]([C:16]([OH:18])=O)[N:15]=1)([CH3:4])([CH3:3])[CH3:2].[NH2:21][C:22]1[C:23]([O:35][CH3:36])=[N:24][C:25]([NH:30][CH2:31][CH2:32][C:33]#[N:34])=[N:26][C:27]=1[O:28][CH3:29].C(N(CC)CC)C.CN(C(ON1N=NC2C=CC=CC1=2)=[N+](C)C)C.F[P-](F)(F)(F)(F)F.C(=O)(O)[O-].[Na+]. The catalyst is ClCCl. The product is [C:1]([C:5]1[CH:6]=[CH:7][C:8]([CH3:20])=[C:9]([CH:19]=1)[O:10][C:11]1[S:12][CH:13]=[C:14]([C:16]([NH:21][C:22]2[C:27]([O:28][CH3:29])=[N:26][C:25]([NH:30][CH2:31][CH2:32][C:33]#[N:34])=[N:24][C:23]=2[O:35][CH3:36])=[O:18])[N:15]=1)([CH3:2])([CH3:3])[CH3:4]. The yield is 0.120. (8) The yield is 0.357. The catalyst is CN1CCCC1=O. The product is [C:16]1([NH:22][C:23]([N:25]2[C:33]3[C:28](=[CH:29][C:30]([NH:34][C:6]4[CH:5]=[CH:4][N:3]=[C:2]([NH2:1])[CH:7]=4)=[CH:31][CH:32]=3)[CH:27]=[CH:26]2)=[O:24])[CH:17]=[CH:18][CH:19]=[CH:20][CH:21]=1. The reactants are [NH2:1][C:2]1[CH:7]=[C:6](Cl)[CH:5]=[CH:4][N:3]=1.Cl.N1C=CC=CC=1.[C:16]1([NH:22][C:23]([N:25]2[C:33]3[C:28](=[CH:29][C:30]([NH2:34])=[CH:31][CH:32]=3)[CH:27]=[CH:26]2)=[O:24])[CH:21]=[CH:20][CH:19]=[CH:18][CH:17]=1. (9) The reactants are [NH2:1][C@@H:2]1[CH2:7][CH2:6][CH2:5][C@H:4]([OH:8])[CH2:3]1.[C:9]([O:13][C:14](O[C:14]([O:13][C:9]([CH3:12])([CH3:11])[CH3:10])=[O:15])=[O:15])([CH3:12])([CH3:11])[CH3:10].[Cl-].[Na+]. The catalyst is O1CCOCC1.O. The product is [OH:8][C@H:4]1[CH2:5][CH2:6][CH2:7][C@@H:2]([NH:1][C:14](=[O:15])[O:13][C:9]([CH3:12])([CH3:11])[CH3:10])[CH2:3]1. The yield is 0.950.